This data is from Forward reaction prediction with 1.9M reactions from USPTO patents (1976-2016). The task is: Predict the product of the given reaction. Given the reactants [CH2:1]([N:7]1[CH2:12][CH2:11][C:10]([CH3:27])([C:13]2[CH:18]=[CH:17][CH:16]=[C:15](OS(C(F)(F)F)(=O)=O)[CH:14]=2)[CH:9]([CH3:28])[CH2:8]1)[CH2:2][CH2:3][CH2:4][CH2:5][CH3:6].C(NC(C)C)(C)C.[CH3:36][Si:37]([C:40]#[CH:41])([CH3:39])[CH3:38].O, predict the reaction product. The product is: [NH3:7].[CH2:1]([N:7]1[CH2:12][CH2:11][C:10]([CH3:27])([C:13]2[CH:18]=[CH:17][CH:16]=[C:15]([C:41]#[C:40][Si:37]([CH3:39])([CH3:38])[CH3:36])[CH:14]=2)[CH:9]([CH3:28])[CH2:8]1)[CH2:2][CH2:3][CH2:4][CH2:5][CH3:6].